This data is from Full USPTO retrosynthesis dataset with 1.9M reactions from patents (1976-2016). The task is: Predict the reactants needed to synthesize the given product. (1) The reactants are: [NH2:1][C:2]1[CH:36]=[CH:35][C:5]([O:6][C:7]2[CH:12]=[CH:11][N:10]=[C:9]3[CH:13]=[C:14]([C:16]4[N:21]=[CH:20][C:19]([CH2:22][N:23]([CH2:31][CH2:32][O:33][CH3:34])C(=O)OC(C)(C)C)=[CH:18][CH:17]=4)[S:15][C:8]=23)=[C:4]([F:37])[CH:3]=1.[CH2:38]([O:40][CH:41](O)[C:42]([F:45])([F:44])[F:43])[CH3:39]. Given the product [CH2:38]([O:40][CH:41]([NH:1][C:2]1[CH:36]=[CH:35][C:5]([O:6][C:7]2[CH:12]=[CH:11][N:10]=[C:9]3[CH:13]=[C:14]([C:16]4[CH:17]=[CH:18][C:19]([CH2:22][NH:23][CH2:31][CH2:32][O:33][CH3:34])=[CH:20][N:21]=4)[S:15][C:8]=23)=[C:4]([F:37])[CH:3]=1)[C:42]([F:45])([F:44])[F:43])[CH3:39], predict the reactants needed to synthesize it. (2) The reactants are: [C:1]([N:5]1[C:9]([C:10]2[CH:15]=[CH:14][C:13]([O:16][CH3:17])=[CH:12][CH:11]=2)=[C:8]([C:18]2[S:19][CH:20]=[C:21]([CH2:23][C:24]([OH:26])=O)[N:22]=2)[CH:7]=[N:6]1)([CH3:4])([CH3:3])[CH3:2].CN(C(ON1N=NC2C=CC=NC1=2)=[N+](C)C)C.F[P-](F)(F)(F)(F)F.CCN(C(C)C)C(C)C.[O:60]1[CH2:65][CH2:64][CH:63]([CH2:66][NH2:67])[CH2:62][CH2:61]1. Given the product [C:1]([N:5]1[C:9]([C:10]2[CH:15]=[CH:14][C:13]([O:16][CH3:17])=[CH:12][CH:11]=2)=[C:8]([C:18]2[S:19][CH:20]=[C:21]([CH2:23][C:24]([NH:67][CH2:66][CH:63]3[CH2:64][CH2:65][O:60][CH2:61][CH2:62]3)=[O:26])[N:22]=2)[CH:7]=[N:6]1)([CH3:3])([CH3:4])[CH3:2], predict the reactants needed to synthesize it. (3) Given the product [NH2:26][C:25]1[C:20]2[N:8]([C:7]3[CH:2]=[CH:3][CH:4]=[CH:5][CH:6]=3)[CH:9]=[N:33][C:21]=2[CH:22]=[C:23]([C:29]([F:32])([F:31])[F:30])[CH:24]=1, predict the reactants needed to synthesize it. The reactants are: N[C:2]1[C:7]2[N:8](C3C=CC=CC=3)[CH:9]=N[C:6]=2[CH:5]=[C:4](C#N)[CH:3]=1.Cl[C:20]1[C:25]([N+:26]([O-])=O)=[CH:24][C:23]([C:29]([F:32])([F:31])[F:30])=[CH:22][C:21]=1[N+:33]([O-])=O. (4) Given the product [OH:2][C@H:3]1[CH2:7][N:6]([C:8](=[O:15])[C@@H:9]([N:13]([CH3:14])[C:35](=[O:37])[CH2:34][O:33][CH3:32])[CH:10]([CH3:12])[CH3:11])[C@H:5]([C:16]([NH:18][CH2:19][C:20]2[CH:25]=[CH:24][C:23]([C:26]3[S:30][CH:29]=[N:28][C:27]=3[CH3:31])=[CH:22][CH:21]=2)=[O:17])[CH2:4]1, predict the reactants needed to synthesize it. The reactants are: Cl.[OH:2][C@H:3]1[CH2:7][N:6]([C:8](=[O:15])[C@@H:9]([NH:13][CH3:14])[CH:10]([CH3:12])[CH3:11])[C@H:5]([C:16]([NH:18][CH2:19][C:20]2[CH:25]=[CH:24][C:23]([C:26]3[S:30][CH:29]=[N:28][C:27]=3[CH3:31])=[CH:22][CH:21]=2)=[O:17])[CH2:4]1.[CH3:32][O:33][CH2:34][C:35]([OH:37])=O.CCN(C(C)C)C(C)C.CN(C(ON1N=NC2C=CC=NC1=2)=[N+](C)C)C.F[P-](F)(F)(F)(F)F. (5) The reactants are: Cl[C:2]1[CH:3]=[CH:4][C:5]2[N:6]([CH:8]=[C:9]([NH:11][C:12]3[CH:17]=[CH:16][C:15]([S:18]([CH3:21])(=[O:20])=[O:19])=[CH:14][C:13]=3[O:22][CH3:23])[N:10]=2)[N:7]=1.[F:24][C:25]1[CH:30]=[CH:29][C:28]([C@@H:31]([CH3:44])[C:32]([NH:34][C:35]2[CH:40]=[CH:39][C:38](B(O)O)=[CH:37][CH:36]=2)=[O:33])=[CH:27][CH:26]=1.O.P([O-])([O-])([O-])=O.[K+].[K+].[K+].C1(P(C2CCCCC2)C2C=CC=CC=2C2C(OC)=CC=CC=2OC)CCCCC1. Given the product [F:24][C:25]1[CH:26]=[CH:27][C:28]([C@@H:31]([CH3:44])[C:32]([NH:34][C:35]2[CH:36]=[CH:37][C:38]([C:2]3[CH:3]=[CH:4][C:5]4[N:6]([CH:8]=[C:9]([NH:11][C:12]5[CH:17]=[CH:16][C:15]([S:18]([CH3:21])(=[O:20])=[O:19])=[CH:14][C:13]=5[O:22][CH3:23])[N:10]=4)[N:7]=3)=[CH:39][CH:40]=2)=[O:33])=[CH:29][CH:30]=1, predict the reactants needed to synthesize it. (6) Given the product [NH2:3][C:4]1[CH:11]=[CH:10][C:9]([I:1])=[CH:8][C:5]=1[C:6]#[N:7], predict the reactants needed to synthesize it. The reactants are: [I:1]Cl.[NH2:3][C:4]1[CH:11]=[CH:10][CH:9]=[CH:8][C:5]=1[C:6]#[N:7].O. (7) Given the product [CH:15]([C:14]1[C:9]2[O:8][CH2:7][C:6](=[O:18])[N:5]([CH2:4][C:3]([OH:19])=[O:2])[C:10]=2[CH:11]=[CH:12][CH:13]=1)([CH3:17])[CH3:16], predict the reactants needed to synthesize it. The reactants are: C[O:2][C:3](=[O:19])[CH2:4][N:5]1[C:10]2[CH:11]=[CH:12][CH:13]=[C:14]([CH:15]([CH3:17])[CH3:16])[C:9]=2[O:8][CH2:7][C:6]1=[O:18].[OH-].[Na+].